This data is from Forward reaction prediction with 1.9M reactions from USPTO patents (1976-2016). The task is: Predict the product of the given reaction. (1) Given the reactants [Br:1][C:2]1[CH:3]=[C:4]([C:23]([NH2:25])=[O:24])[C:5]2[NH:6][C:7]3[CH:8]=[C:9]([NH:15][C:16](=[O:22])[CH2:17][O:18][CH2:19][CH2:20]Cl)[CH:10]=[CH:11][C:12]=3[C:13]=2[N:14]=1.C(=O)([O-])[O-].[K+].[K+], predict the reaction product. The product is: [Br:1][C:2]1[CH:3]=[C:4]([C:23]([NH2:25])=[O:24])[C:5]2[NH:6][C:7]3[CH:8]=[C:9]([N:15]4[CH2:20][CH2:19][O:18][CH2:17][C:16]4=[O:22])[CH:10]=[CH:11][C:12]=3[C:13]=2[N:14]=1. (2) Given the reactants [Cl:1][C:2]1[CH:7]=[C:6](F)[CH:5]=[CH:4][N:3]=1.[Br:9][C:10]1[CH:11]=[CH:12][C:13]([OH:23])=[C:14]([CH:22]=1)[C:15]([N:17]([CH2:20][CH3:21])[CH2:18][CH3:19])=[O:16].C(=O)([O-])[O-].[Cs+].[Cs+], predict the reaction product. The product is: [Br:9][C:10]1[CH:11]=[CH:12][C:13]([O:23][C:6]2[CH:5]=[CH:4][N:3]=[C:2]([Cl:1])[CH:7]=2)=[C:14]([CH:22]=1)[C:15]([N:17]([CH2:18][CH3:19])[CH2:20][CH3:21])=[O:16]. (3) Given the reactants [C:1]([O:4][C@H:5]1[C@H:11]([O:12][C:13](=[O:15])[CH3:14])[C@@H:10]([O:16][C:17](=[O:19])[CH3:18])[C@:9]2([C:21]3[CH:26]=[CH:25][C:24]([Cl:27])=[C:23]([CH2:28][C:29]4[CH:34]=[CH:33][C:32]([OH:35])=[CH:31][CH:30]=4)[CH:22]=3)[O:20][C@@:6]1([CH2:36][O:37][C:38](=[O:40])[CH3:39])[CH2:7][O:8]2)(=[O:3])[CH3:2].CCN(C(C)C)C(C)C.Br[CH2:51][C:52]([C:54]1[CH:59]=[CH:58][CH:57]=[CH:56][CH:55]=1)=[O:53], predict the reaction product. The product is: [C:1]([O:4][C@H:5]1[C@H:11]([O:12][C:13](=[O:15])[CH3:14])[C@@H:10]([O:16][C:17](=[O:19])[CH3:18])[C@:9]2([C:21]3[CH:26]=[CH:25][C:24]([Cl:27])=[C:23]([CH2:28][C:29]4[CH:30]=[CH:31][C:32]([O:35][CH2:51][C:52](=[O:53])[C:54]5[CH:59]=[CH:58][CH:57]=[CH:56][CH:55]=5)=[CH:33][CH:34]=4)[CH:22]=3)[O:20][C@@:6]1([CH2:36][O:37][C:38](=[O:40])[CH3:39])[CH2:7][O:8]2)(=[O:3])[CH3:2]. (4) The product is: [CH3:19][O:20][C:21]1[CH:22]=[C:23](/[CH:29]=[CH:30]/[C:31]([N:4]2[C:5]3[C:10](=[CH:9][CH:8]=[CH:7][CH:6]=3)[NH:1][C:2](=[O:11])[CH2:3]2)=[O:32])[CH:24]=[CH:25][C:26]=1[O:27][CH3:28]. Given the reactants [NH:1]1[C:10]2[C:5](=[CH:6][CH:7]=[CH:8][CH:9]=2)[NH:4][CH2:3][C:2]1=[O:11].C(N(CC)CC)C.[CH3:19][O:20][C:21]1[CH:22]=[C:23](/[CH:29]=[CH:30]/[C:31](Cl)=[O:32])[CH:24]=[CH:25][C:26]=1[O:27][CH3:28], predict the reaction product. (5) Given the reactants [CH3:1][C:2]1[CH:3]=[N:4][N:5](C2CCCCO2)[C:6]=1[C:7]1[CH:16]=[C:15]2[C:10]([CH:11]=[C:12]([NH:17][C:18]([CH:20]3[CH2:22][CH2:21]3)=[O:19])[N:13]=[CH:14]2)=[CH:9][CH:8]=1.CO.[ClH:31], predict the reaction product. The product is: [ClH:31].[CH3:1][C:2]1[CH:3]=[N:4][NH:5][C:6]=1[C:7]1[CH:16]=[C:15]2[C:10]([CH:11]=[C:12]([NH:17][C:18]([CH:20]3[CH2:22][CH2:21]3)=[O:19])[N:13]=[CH:14]2)=[CH:9][CH:8]=1. (6) Given the reactants Cl[C:2]1[C:11]2=[N:12][N:13](CC3C=CC(OC)=CC=3)[CH:14]=[C:10]2[C:9]2[CH:8]=[C:7]([O:24][CH3:25])[CH:6]=[CH:5][C:4]=2[N:3]=1.[CH2:26]([O:28][C:29]1[CH:35]=[CH:34][CH:33]=[CH:32][C:30]=1[NH2:31])[CH3:27].Cl, predict the reaction product. The product is: [CH2:26]([O:28][C:29]1[CH:35]=[CH:34][CH:33]=[CH:32][C:30]=1[NH:31][C:2]1[C:11]2=[N:12][NH:13][CH:14]=[C:10]2[C:9]2[CH:8]=[C:7]([O:24][CH3:25])[CH:6]=[CH:5][C:4]=2[N:3]=1)[CH3:27]. (7) Given the reactants [O:1]1[C:5]2[CH:6]=[CH:7][CH:8]=[CH:9][C:4]=2[C:3]([NH:10][C:11](=[O:14])[CH2:12][Cl:13])=[N:2]1.[N:15]1([C:21]([C:34]2[S:35][CH:36]=[CH:37][CH:38]=2)([CH3:33])[C:22]([O:24][C@@H:25]2[CH:30]3[CH2:31][CH2:32][N:27]([CH2:28][CH2:29]3)[CH2:26]2)=[O:23])[CH2:20][CH2:19][CH2:18][CH2:17][CH2:16]1, predict the reaction product. The product is: [Cl-:13].[O:1]1[C:5]2[CH:6]=[CH:7][CH:8]=[CH:9][C:4]=2[C:3]([NH:10][C:11](=[O:14])[CH2:12][N+:27]23[CH2:28][CH2:29][CH:30]([CH2:31][CH2:32]2)[C@@H:25]([O:24][C:22](=[O:23])[C:21]([N:15]2[CH2:16][CH2:17][CH2:18][CH2:19][CH2:20]2)([C:34]2[S:35][CH:36]=[CH:37][CH:38]=2)[CH3:33])[CH2:26]3)=[N:2]1. (8) Given the reactants [NH2:1][C:2]1[C:7]([C:8]#[N:9])=[CH:6][CH:5]=[CH:4][N:3]=1.[NH2:10][OH:11], predict the reaction product. The product is: [NH2:1][C:2]1[N:3]=[CH:4][CH:5]=[CH:6][C:7]=1[C:8]([NH:10][OH:11])=[NH:9].